From a dataset of Reaction yield outcomes from USPTO patents with 853,638 reactions. Predict the reaction yield, written as a fraction of the theoretical maximum amount of product (1.0 means a 100% yield; for example, 0.34 means a 34% yield). The reactants are C(OC(=O)[N:7]([C:10]1[S:14][C:13]([C:15]2[CH:16]=[N:17][CH:18]=[CH:19][CH:20]=2)=[N:12][C:11]=1[Cl:21])[CH2:8][CH3:9])(C)(C)C.O1CCOCC1.Cl.O1CCOCC1. The catalyst is CCOCC. The product is [ClH:21].[Cl:21][C:11]1[N:12]=[C:13]([C:15]2[CH:16]=[N:17][CH:18]=[CH:19][CH:20]=2)[S:14][C:10]=1[NH:7][CH2:8][CH3:9]. The yield is 1.00.